This data is from Full USPTO retrosynthesis dataset with 1.9M reactions from patents (1976-2016). The task is: Predict the reactants needed to synthesize the given product. (1) Given the product [CH:1]1([O:6][C:27]2[CH:26]=[CH:25][C:24]([CH3:31])=[C:23]3[C:28]=2[CH:29]=[C:20]([NH:19][CH:16]2[CH2:17][CH2:18][C:13]4([O:12][CH2:11][CH2:10][O:9]4)[CH2:14][CH2:15]2)[N:21]=[CH:22]3)[CH2:5][CH2:4][CH2:3][CH2:2]1, predict the reactants needed to synthesize it. The reactants are: [CH:1]1([OH:6])[CH2:5][CH2:4][CH2:3][CH2:2]1.[H-].[Na+].[O:9]1[C:13]2([CH2:18][CH2:17][CH:16]([NH:19][C:20]3[N:21]=[CH:22][C:23]4[C:28]([CH:29]=3)=[C:27](F)[CH:26]=[CH:25][C:24]=4[CH3:31])[CH2:15][CH2:14]2)[O:12][CH2:11][CH2:10]1.C1OCCOCCOCCOCCOC1. (2) Given the product [CH2:1]([O:4][C:5]1[CH:6]=[C:7]([CH:12]=[C:13]([O:15][C:16]2[CH:17]=[CH:18][C:19]([CH2:22][NH:27][C:26]3[CH:28]=[CH:29][CH:30]=[C:31]([N+:32]([O-:34])=[O:33])[C:25]=3[CH3:24])=[CH:20][CH:21]=2)[CH:14]=1)[C:8]([O:10][CH3:11])=[O:9])[CH:2]=[CH2:3], predict the reactants needed to synthesize it. The reactants are: [CH2:1]([O:4][C:5]1[CH:6]=[C:7]([CH:12]=[C:13]([O:15][C:16]2[CH:21]=[CH:20][C:19]([CH:22]=O)=[CH:18][CH:17]=2)[CH:14]=1)[C:8]([O:10][CH3:11])=[O:9])[CH:2]=[CH2:3].[CH3:24][C:25]1[C:31]([N+:32]([O-:34])=[O:33])=[CH:30][CH:29]=[CH:28][C:26]=1[NH2:27].C(O)(=O)C.C(O[BH-](OC(=O)C)OC(=O)C)(=O)C.[Na+]. (3) Given the product [C:1]([O-:13])(=[O:12])[CH2:2][CH2:3][CH2:4][CH2:5][CH2:6][CH2:7][CH2:8][CH2:9][CH:10]=[CH2:11].[K+:15], predict the reactants needed to synthesize it. The reactants are: [C:1]([OH:13])(=[O:12])[CH2:2][CH2:3][CH2:4][CH2:5][CH2:6][CH2:7][CH2:8][CH2:9][CH:10]=[CH2:11].[OH-].[K+:15].C(O)C.